This data is from Drug-target binding data from BindingDB using IC50 measurements. The task is: Regression. Given a target protein amino acid sequence and a drug SMILES string, predict the binding affinity score between them. We predict pIC50 (pIC50 = -log10(IC50 in M); higher means more potent). Dataset: bindingdb_ic50. (1) The compound is C#CCCCn1c(Sc2cc(OC)ccc2Cl)nc2c(N)nccc21. The target protein (Q16543) has sequence MVDYSVWDHIEVSDDEDETHPNIDTASLFRWRHQARVERMEQFQKEKEELDRGCRECKRKVAECQRKLKELEVAEGGKAELERLQAEAQQLRKEERSWEQKLEEMRKKEKSMPWNVDTLSKDGFSKSMVNTKPEKTEEDSEEVREQKHKTFVEKYEKQIKHFGMLRRWDDSQKYLSDNVHLVCEETANYLVIWCIDLEVEEKCALMEQVAHQTIVMQFILELAKSLKVDPRACFRQFFTKIKTADRQYMEGFNDELEAFKERVRGRAKLRIEKAMKEYEEEERKKRLGPGGLDPVEVYESLPEELQKCFDVKDVQMLQDAISKMDPTDAKYHMQRCIDSGLWVPNSKASEAKEGEEAGPGDPLLEAVPKTGDEKDVSV. The pIC50 is 5.3. (2) The small molecule is O=C(O)[C@@H]1C[C@H](CSc2ccccc2)CN1C(=O)C(c1ccccc1)c1ccccc1. The target protein (P50052) has sequence MKGNSTLATTSKNITSGLHFGLVNISGNNESTLNCSQKPSDKHLDAIPILYYIIFVIGFLVNIVVVTLFCCQKGPKKVSSIYIFNLAVADLLLLATLPLWATYYSYRYDWLFGPVMCKVFGSFLTLNMFASIFFITCMSVDRYQSVIYPFLSQRRNPWQASYIVPLVWCMACLSSLPTFYFRDVRTIEYLGVNACIMAFPPEKYAQWSAGIALMKNILGFIIPLIFIATCYFGIRKHLLKTNSYGKNRITRDQVLKMAAAVVLAFIICWLPFHVLTFLDALAWMGVINSCEVIAVIDLALPFAILLGFTNSCVNPFLYCFVGNRFQQKLRSVFRVPITWLQGKRESMSCRKSSSLREMETFVS. The pIC50 is 6.8. (3) The compound is COc1cccc(NC(=O)NC2CCCC(NC(=O)Nc3cccc(OC)c3)C2)c1. The target protein (P10111) has sequence MVNPTVFFDITADGEPLGRVCFELFADKVPKTAENFRALSTGEKGFGYKGSSFHRIIPGFMCQGGDFTRHNGTGGKSIYGEKFEDENFILKHTGPGILSMANAGPNTNGSQFFICTAKTEWLDGKHVVFGKVKEGMSIVEAMERFGSRNGKTSKKITISDCGQL. The pIC50 is 5.0.